This data is from Catalyst prediction with 721,799 reactions and 888 catalyst types from USPTO. The task is: Predict which catalyst facilitates the given reaction. (1) Reactant: [CH2:1]([N:3]([CH2:20][CH3:21])[CH2:4][CH2:5][NH:6][C:7]([C:9]1[CH:18]=CC2C(=CC=C(I)C=2)C=1)=[O:8])[CH3:2].[I:22][C:23]1[CH:24]=[CH:25][C:26]2[N:27](C=C(C(OCC)=O)[N:31]=2)[CH:28]=1.ClCCl.C(O)C.IC1C2C=C(C(OC)=O)SC=2C=CC=1. Product: [CH2:20]([N:3]([CH2:1][CH3:2])[CH2:4][CH2:5][NH:6][C:7]([C:9]1[N:31]=[C:26]2[CH:25]=[CH:24][C:23]([I:22])=[CH:28][N:27]2[CH:18]=1)=[O:8])[CH3:21]. The catalyst class is: 53. (2) Product: [O:2]([CH2:9][CH2:10][CH2:11][CH2:12][S:13]([Cl:19])(=[O:16])=[O:14])[C:3]1[CH:8]=[CH:7][CH:6]=[CH:5][CH:4]=1.[Na+:1].[O:2]([CH2:9][CH2:10][CH2:11][CH2:12][S:13]([O-:16])(=[O:14])=[O:15])[C:3]1[CH:4]=[CH:5][CH:6]=[CH:7][CH:8]=1. The catalyst class is: 48. Reactant: [Na+:1].[O:2]([CH2:9][CH2:10][CH2:11][CH2:12][S:13]([O-:16])(=[O:15])=[O:14])[C:3]1[CH:8]=[CH:7][CH:6]=[CH:5][CH:4]=1.S(Cl)([Cl:19])=O.CN(C=O)C.